Dataset: Full USPTO retrosynthesis dataset with 1.9M reactions from patents (1976-2016). Task: Predict the reactants needed to synthesize the given product. (1) Given the product [N:19]([C@@H:12]([C:6]1[CH:7]=[CH:8][C:9]([O:10][CH3:11])=[C:4]([O:3][CH2:1][CH3:2])[CH:5]=1)[CH2:13][S:14]([CH3:17])(=[O:16])=[O:15])=[N+:20]=[N-:21], predict the reactants needed to synthesize it. The reactants are: [CH2:1]([O:3][C:4]1[CH:5]=[C:6]([C@@H:12](O)[CH2:13][S:14]([CH3:17])(=[O:16])=[O:15])[CH:7]=[CH:8][C:9]=1[O:10][CH3:11])[CH3:2].[NH:19]=[N+:20]=[N-:21].C(P(CCCC)CCCC)CCC.N(C(OC(C)C)=O)=NC(OC(C)C)=O.C(=O)=O. (2) The reactants are: [NH2:1][C:2]1[C:3]([C:10]2[O:11]C=CC=2)=[N:4][C:5]([Cl:9])=[CH:6][C:7]=1[CH3:8].[Mn]([O-])(=O)(=O)=[O:16].[K+]. Given the product [NH2:1][C:2]1[C:3]([C:10]([OH:11])=[O:16])=[N:4][C:5]([Cl:9])=[CH:6][C:7]=1[CH3:8], predict the reactants needed to synthesize it. (3) Given the product [F:14][B-:15]([F:18])([F:17])[F:16].[CH2:1]([N+:8]1[CH2:12][CH2:11][CH2:10][C:9]=1[O:13][CH2:19][CH3:20])[C:2]1[CH:7]=[CH:6][CH:5]=[CH:4][CH:3]=1, predict the reactants needed to synthesize it. The reactants are: [CH2:1]([N:8]1[CH2:12][CH2:11][CH2:10][C:9]1=[O:13])[C:2]1[CH:7]=[CH:6][CH:5]=[CH:4][CH:3]=1.[F:14][B-:15]([F:18])([F:17])[F:16].[CH2:19]([O+](CC)CC)[CH3:20].